This data is from NCI-60 drug combinations with 297,098 pairs across 59 cell lines. The task is: Regression. Given two drug SMILES strings and cell line genomic features, predict the synergy score measuring deviation from expected non-interaction effect. (1) Drug 1: C1CC(=O)NC(=O)C1N2CC3=C(C2=O)C=CC=C3N. Drug 2: CS(=O)(=O)OCCCCOS(=O)(=O)C. Cell line: OVCAR3. Synergy scores: CSS=2.61, Synergy_ZIP=-0.717, Synergy_Bliss=-0.403, Synergy_Loewe=-0.757, Synergy_HSA=-1.08. (2) Drug 1: CC12CCC(CC1=CCC3C2CCC4(C3CC=C4C5=CN=CC=C5)C)O. Drug 2: CCC1(CC2CC(C3=C(CCN(C2)C1)C4=CC=CC=C4N3)(C5=C(C=C6C(=C5)C78CCN9C7C(C=CC9)(C(C(C8N6C)(C(=O)OC)O)OC(=O)C)CC)OC)C(=O)OC)O.OS(=O)(=O)O. Cell line: KM12. Synergy scores: CSS=57.5, Synergy_ZIP=2.89, Synergy_Bliss=3.63, Synergy_Loewe=-23.3, Synergy_HSA=4.63. (3) Drug 1: C1CCC(CC1)NC(=O)N(CCCl)N=O. Drug 2: CC1=CC=C(C=C1)C2=CC(=NN2C3=CC=C(C=C3)S(=O)(=O)N)C(F)(F)F. Cell line: OVCAR-8. Synergy scores: CSS=5.65, Synergy_ZIP=-6.23, Synergy_Bliss=-4.50, Synergy_Loewe=-5.87, Synergy_HSA=-5.84. (4) Drug 1: CC1=C(C=C(C=C1)C(=O)NC2=CC(=CC(=C2)C(F)(F)F)N3C=C(N=C3)C)NC4=NC=CC(=N4)C5=CN=CC=C5. Drug 2: CC1CCC2CC(C(=CC=CC=CC(CC(C(=O)C(C(C(=CC(C(=O)CC(OC(=O)C3CCCCN3C(=O)C(=O)C1(O2)O)C(C)CC4CCC(C(C4)OC)OCCO)C)C)O)OC)C)C)C)OC. Cell line: NCI-H522. Synergy scores: CSS=-1.92, Synergy_ZIP=0.246, Synergy_Bliss=-0.175, Synergy_Loewe=-6.67, Synergy_HSA=-3.18.